From a dataset of Forward reaction prediction with 1.9M reactions from USPTO patents (1976-2016). Predict the product of the given reaction. (1) Given the reactants [F:1][C:2]([F:37])([F:36])[C:3]1[CH:4]=[C:5]([CH:29]=[C:30]([C:32]([F:35])([F:34])[F:33])[CH:31]=1)[CH2:6][N:7]([CH2:14][C:15]1[C:16]([C:25](=O)[CH2:26][CH3:27])=[N:17][CH:18]=[C:19]([C:21]([F:24])([F:23])[F:22])[CH:20]=1)[C:8]1[N:9]=[N:10][N:11]([CH3:13])[N:12]=1.Cl.[CH3:39][O:40][NH2:41].[OH-].[Na+].Cl, predict the reaction product. The product is: [CH3:39][O:40][N:41]=[C:25]([C:16]1[C:15]([CH2:14][N:7]([CH2:6][C:5]2[CH:4]=[C:3]([C:2]([F:1])([F:36])[F:37])[CH:31]=[C:30]([C:32]([F:33])([F:34])[F:35])[CH:29]=2)[C:8]2[N:9]=[N:10][N:11]([CH3:13])[N:12]=2)=[CH:20][C:19]([C:21]([F:22])([F:23])[F:24])=[CH:18][N:17]=1)[CH2:26][CH3:27]. (2) Given the reactants [NH:1]1[C:9]2[C:4](=[CH:5][C:6]([NH:10][C:11]3[C:12]4[C:19]5[CH2:20][CH2:21][CH:22]([C:24]([OH:26])=O)[CH2:23][C:18]=5[S:17][C:13]=4[N:14]=[CH:15][N:16]=3)=[CH:7][CH:8]=2)[CH:3]=[N:2]1.[CH3:27][O:28][C:29]1[CH:30]=[C:31]([CH:33]=[CH:34][CH:35]=1)[NH2:32].C(N(CC)C(C)C)(C)C.C(P1(=O)OP(CCC)(=O)OP(CCC)(=O)O1)CC.C(P(OP(CCC)=O)=O)CC, predict the reaction product. The product is: [NH:1]1[C:9]2[C:4](=[CH:5][C:6]([NH:10][C:11]3[C:12]4[C:19]5[CH2:20][CH2:21][CH:22]([C:24]([NH:32][C:31]6[CH:33]=[CH:34][CH:35]=[C:29]([O:28][CH3:27])[CH:30]=6)=[O:26])[CH2:23][C:18]=5[S:17][C:13]=4[N:14]=[CH:15][N:16]=3)=[CH:7][CH:8]=2)[CH:3]=[N:2]1. (3) The product is: [CH2:24]([N:4]1[C:5]2[C:10](=[O:11])[N:9]([CH2:12][C:13]3[C:22]4[C:17](=[CH:18][CH:19]=[CH:20][CH:21]=4)[CH:16]=[CH:15][CH:14]=3)[N:8]=[CH:7][C:6]=2[N:23]=[C:3]1[S:2][CH3:1])[C:25]1[CH:30]=[CH:29][CH:28]=[CH:27][CH:26]=1. Given the reactants [CH3:1][S:2][C:3]1[NH:4][C:5]2[C:10](=[O:11])[N:9]([CH2:12][C:13]3[C:22]4[C:17](=[CH:18][CH:19]=[CH:20][CH:21]=4)[CH:16]=[CH:15][CH:14]=3)[N:8]=[CH:7][C:6]=2[N:23]=1.[CH2:24](Br)[C:25]1[CH:30]=[CH:29][CH:28]=[CH:27][CH:26]=1.C(=O)([O-])[O-].[K+].[K+], predict the reaction product.